Dataset: Forward reaction prediction with 1.9M reactions from USPTO patents (1976-2016). Task: Predict the product of the given reaction. (1) Given the reactants [CH3:1][N:2]1[C:6]2[CH:7]=[CH:8][C:9]([C:11]([OH:13])=O)=[CH:10][C:5]=2[N:4]=[C:3]1[NH:14][C:15]1[S:16][C:17]2[CH:23]=[C:22]([O:24][C:25]([F:28])([F:27])[F:26])[CH:21]=[CH:20][C:18]=2[N:19]=1.Cl.[NH2:30][CH2:31][CH2:32][O:33][CH2:34][CH2:35][C:36]#[N:37].CN(C(ON1N=NC2C=CC=CC1=2)=[N+](C)C)C.F[P-](F)(F)(F)(F)F.CCN(C(C)C)C(C)C, predict the reaction product. The product is: [C:36]([CH2:35][CH2:34][O:33][CH2:32][CH2:31][NH:30][C:11]([C:9]1[CH:8]=[CH:7][C:6]2[N:2]([CH3:1])[C:3]([NH:14][C:15]3[S:16][C:17]4[CH:23]=[C:22]([O:24][C:25]([F:27])([F:26])[F:28])[CH:21]=[CH:20][C:18]=4[N:19]=3)=[N:4][C:5]=2[CH:10]=1)=[O:13])#[N:37]. (2) Given the reactants [F:1][C:2]1[CH:3]=[C:4]([O:13][CH3:14])[CH:5]=[C:6]2[C:11]=1[N:10]=[CH:9][CH:8]=[C:7]2[OH:12].CN(C1C=CC=CN=1)C.[S:24](O[S:24]([C:27]([F:30])([F:29])[F:28])(=[O:26])=[O:25])([C:27]([F:30])([F:29])[F:28])(=[O:26])=[O:25], predict the reaction product. The product is: [F:1][C:2]1[CH:3]=[C:4]([O:13][CH3:14])[CH:5]=[C:6]2[C:11]=1[N:10]=[CH:9][CH:8]=[C:7]2[O:12][S:24]([C:27]([F:30])([F:29])[F:28])(=[O:26])=[O:25]. (3) Given the reactants [NH:1]1[CH2:6][CH2:5][O:4][CH:3]([CH2:7][NH:8][C:9]2[CH:14]=[CH:13][C:12]([S:15]([NH2:18])(=[O:17])=[O:16])=[CH:11][C:10]=2[N+:19]([O-:21])=[O:20])[CH2:2]1.[C:22](=O)([O-])[O-].[Na+].[Na+].CI, predict the reaction product. The product is: [CH3:22][N:1]1[CH2:6][CH2:5][O:4][CH:3]([CH2:7][NH:8][C:9]2[CH:14]=[CH:13][C:12]([S:15]([NH2:18])(=[O:16])=[O:17])=[CH:11][C:10]=2[N+:19]([O-:21])=[O:20])[CH2:2]1. (4) The product is: [C:6]([O:10][C:11](=[O:23])[C@@H:12]([NH:15][C:16]([O:18][C:19]([CH3:22])([CH3:21])[CH3:20])=[O:17])[CH2:13][C:36]1[CH:35]=[CH:34][C:33]([N:39]2[CH2:40][C:41](=[O:52])[N:42]([CH2:46][CH2:47][Si:48]([CH3:51])([CH3:50])[CH3:49])[S:43]2(=[O:45])=[O:44])=[C:32]([O:31][CH2:24][C:25]2[CH:30]=[CH:29][CH:28]=[CH:27][CH:26]=2)[CH:37]=1)([CH3:9])([CH3:8])[CH3:7]. Given the reactants Cl[Si](C)(C)C.[C:6]([O:10][C:11](=[O:23])[C@@H:12]([NH:15][C:16]([O:18][C:19]([CH3:22])([CH3:21])[CH3:20])=[O:17])[CH2:13]I)([CH3:9])([CH3:8])[CH3:7].[CH2:24]([O:31][C:32]1[CH:37]=[C:36](I)[CH:35]=[CH:34][C:33]=1[N:39]1[S:43](=[O:45])(=[O:44])[N:42]([CH2:46][CH2:47][Si:48]([CH3:51])([CH3:50])[CH3:49])[C:41](=[O:52])[CH2:40]1)[C:25]1[CH:30]=[CH:29][CH:28]=[CH:27][CH:26]=1.C1(C)C=CC=CC=1P(C1C=CC=CC=1C)C1C=CC=CC=1C, predict the reaction product. (5) Given the reactants [CH2:1]([CH:4]([C:8]1[C:17]2[C:12](=[CH:13][C:14]([O:18][Si:19]([C:22]([CH3:25])([CH3:24])[CH3:23])([CH3:21])[CH3:20])=[CH:15][CH:16]=2)[O:11][C:10](=[O:26])[CH:9]=1)[CH2:5][CH:6]=[CH2:7])C=C, predict the reaction product. The product is: [C:22]([Si:19]([CH3:21])([CH3:20])[O:18][C:14]1[CH:13]=[C:12]2[C:17]([C:8]([CH:4]3[CH2:1][CH:7]=[CH:6][CH2:5]3)=[CH:9][C:10](=[O:26])[O:11]2)=[CH:16][CH:15]=1)([CH3:24])([CH3:23])[CH3:25]. (6) Given the reactants [NH2:1][C@H:2]1[C@H:7]([OH:8])[CH2:6][O:5][CH2:4][CH2:3]1.S=[C:10]1[CH2:14][S:13][C:12](=[O:15])[NH:11]1, predict the reaction product. The product is: [O:15]=[C:12]1[N:11]=[C:10]([NH:1][C@H:2]2[C@H:7]([OH:8])[CH2:6][O:5][CH2:4][CH2:3]2)[CH2:14][S:13]1.